This data is from Full USPTO retrosynthesis dataset with 1.9M reactions from patents (1976-2016). The task is: Predict the reactants needed to synthesize the given product. (1) Given the product [Cl:28][C:29]1[CH:37]=[C:36]2[C:32]([C:33](=[O:48])[N:34]([CH2:44][CH:45]([CH3:46])[CH3:47])[CH:35]2[CH2:38][C:39]([NH:5][C:4]([NH2:6])=[NH:3])=[O:40])=[CH:31][CH:30]=1.[Cl:7][C:8]1[CH:9]=[C:10]2[C:14](=[CH:15][CH:16]=1)[CH:13]([CH2:17][C:18]([NH:5][C:4]([NH2:6])=[NH:3])=[O:19])[N:12]([CH2:23][CH:24]([CH3:25])[CH3:26])[C:11]2=[O:27], predict the reactants needed to synthesize it. The reactants are: [Na].[Cl-].[NH2:3][C:4]([NH2:6])=[NH2+:5].[Cl:7][C:8]1[CH:9]=[C:10]2[C:14](=[CH:15][CH:16]=1)[CH:13]([CH2:17][C:18](OCC)=[O:19])[N:12]([CH2:23][CH:24]([CH3:26])[CH3:25])[C:11]2=[O:27].[Cl:28][C:29]1[CH:37]=[C:36]2[C:32]([C:33](=[O:48])[N:34]([CH2:44][CH:45]([CH3:47])[CH3:46])[CH:35]2[CH2:38][C:39](OCC)=[O:40])=[CH:31][CH:30]=1. (2) Given the product [CH3:1][N:2]1[CH2:7][CH2:6][N:5]([CH2:9][C:10]2[CH:11]=[CH:12][C:13]([C:14]([NH:16][C:17]3[CH:22]=[CH:21][C:20]([CH3:23])=[C:19]([NH:24][C:25]4[N:30]=[C:29]([C:31]5[CH:32]=[N+:33]([O-:37])[CH:34]=[CH:35][CH:36]=5)[CH:28]=[CH:27][N:26]=4)[CH:18]=3)=[O:15])=[CH:38][CH:39]=2)[CH2:4][CH2:3]1, predict the reactants needed to synthesize it. The reactants are: [CH3:1][N:2]1[CH2:7][CH2:6][NH:5][CH2:4][CH2:3]1.Cl[CH2:9][C:10]1[CH:39]=[CH:38][C:13]([C:14]([NH:16][C:17]2[CH:22]=[CH:21][C:20]([CH3:23])=[C:19]([NH:24][C:25]3[N:30]=[C:29]([C:31]4[CH:32]=[N+:33]([O-:37])[CH:34]=[CH:35][CH:36]=4)[CH:28]=[CH:27][N:26]=3)[CH:18]=2)=[O:15])=[CH:12][CH:11]=1.C(OCC)(=O)C. (3) The reactants are: [CH:1]1([C:7]2[C:15]3[C:10](=[CH:11][C:12]([C:16]([NH2:18])=O)=[CH:13][CH:14]=3)[N:9]([CH2:19][C:20]([N:22]3[CH2:27][CH2:26][O:25][CH2:24][CH2:23]3)=[O:21])[C:8]=2[C:28]2[CH:29]=[C:30]3[C:35](=[CH:36][CH:37]=2)[N:34]=[C:33]([C:38]2[S:42][C:41]([CH3:43])=[N:40][C:39]=2[CH3:44])[CH:32]=[CH:31]3)[CH2:6][CH2:5][CH2:4][CH2:3][CH2:2]1.CN(C=O)C. Given the product [CH:1]1([C:7]2[C:15]3[C:10](=[CH:11][C:12]([C:16]#[N:18])=[CH:13][CH:14]=3)[N:9]([CH2:19][C:20]([N:22]3[CH2:23][CH2:24][O:25][CH2:26][CH2:27]3)=[O:21])[C:8]=2[C:28]2[CH:29]=[C:30]3[C:35](=[CH:36][CH:37]=2)[N:34]=[C:33]([C:38]2[S:42][C:41]([CH3:43])=[N:40][C:39]=2[CH3:44])[CH:32]=[CH:31]3)[CH2:6][CH2:5][CH2:4][CH2:3][CH2:2]1, predict the reactants needed to synthesize it. (4) Given the product [Br:47][C:48]1[CH:64]=[CH:63][C:51]([CH2:52][N:53]([CH:54]2[CH2:55][N:56]([CH:58]3[CH2:62][CH2:61][CH2:60][CH2:59]3)[CH2:57]2)[C:9](=[O:11])/[CH:8]=[CH:7]/[C:6]2[CH:5]=[CH:4][C:3]([C:2]([F:1])([F:15])[F:14])=[CH:13][CH:12]=2)=[CH:50][CH:49]=1, predict the reactants needed to synthesize it. The reactants are: [F:1][C:2]([F:15])([F:14])[C:3]1[CH:13]=[CH:12][C:6]([CH:7]=[CH:8][C:9]([OH:11])=O)=[CH:5][CH:4]=1.CCN(C(C)C)C(C)C.CN(C(ON1N=NC2C=CC=CC1=2)=[N+](C)C)C.[B-](F)(F)(F)F.[Br:47][C:48]1[CH:64]=[CH:63][C:51]([CH2:52][NH:53][CH:54]2[CH2:57][N:56]([CH:58]3[CH2:62][CH2:61][CH2:60][CH2:59]3)[CH2:55]2)=[CH:50][CH:49]=1. (5) The reactants are: Cl[C:2]1[CH:3]=[CH:4][N:5]2[C:10]([C:11]=1[CH3:12])=[C:9]([CH:13]1[CH2:15][CH2:14]1)[CH:8]=[C:7]([C:16]([O:18][CH3:19])=[O:17])[C:6]2=[O:20].[F:21][C:22]1[CH:23]=[N:24][CH:25]=[CH:26][C:27]=1B(O)O. Given the product [F:21][C:22]1[CH:23]=[N:24][CH:25]=[CH:26][C:27]=1[C:2]1[CH:3]=[CH:4][N:5]2[C:10]([C:11]=1[CH3:12])=[C:9]([CH:13]1[CH2:15][CH2:14]1)[CH:8]=[C:7]([C:16]([O:18][CH3:19])=[O:17])[C:6]2=[O:20], predict the reactants needed to synthesize it.